This data is from Full USPTO retrosynthesis dataset with 1.9M reactions from patents (1976-2016). The task is: Predict the reactants needed to synthesize the given product. (1) Given the product [Br:1][C:2]1[CH:10]=[CH:9][C:8]([NH:11][C:12]2[C:17]([CH2:18][CH3:19])=[C:16]([CH3:20])[N:15]=[C:14]([C:21]3[S:22][C:23]([Cl:26])=[CH:24][CH:25]=3)[N:13]=2)=[CH:7][C:3]=1[CH2:4][OH:5], predict the reactants needed to synthesize it. The reactants are: [Br:1][C:2]1[CH:10]=[CH:9][C:8]([NH:11][C:12]2[C:17]([CH2:18][CH3:19])=[C:16]([CH3:20])[N:15]=[C:14]([C:21]3[S:22][C:23]([Cl:26])=[CH:24][CH:25]=3)[N:13]=2)=[CH:7][C:3]=1[C:4](O)=[O:5].Cl.C(=O)(O)[O-].[Na+]. (2) Given the product [OH:18][C:12]1[CH:11]=[CH:10][C:9]([NH:8][C:1](=[O:2])[O:3][C:4]([CH3:5])([CH3:6])[CH3:7])=[CH:17][C:13]=1[C:14]([NH:33][CH2:23][CH2:24][OH:25])=[O:16], predict the reactants needed to synthesize it. The reactants are: [C:1]([NH:8][C:9]1[CH:17]=[C:13]([C:14]([OH:16])=O)[C:12]([OH:18])=[CH:11][CH:10]=1)([O:3][C:4]([CH3:7])([CH3:6])[CH3:5])=[O:2].ON1[C:24](=[O:25])[CH2:23]CC1=O.C1([N:33]=C=NC2CCCCC2)CCCCC1.